Task: Regression. Given a peptide amino acid sequence and an MHC pseudo amino acid sequence, predict their binding affinity value. This is MHC class I binding data.. Dataset: Peptide-MHC class I binding affinity with 185,985 pairs from IEDB/IMGT (1) The peptide sequence is IILVGYMSNL. The MHC is HLA-A68:02 with pseudo-sequence HLA-A68:02. The binding affinity (normalized) is 0.177. (2) The peptide sequence is ALVEICTEMEK. The MHC is HLA-B53:01 with pseudo-sequence HLA-B53:01. The binding affinity (normalized) is 0. (3) The peptide sequence is YLDQVPFSV. The MHC is HLA-A02:01 with pseudo-sequence HLA-A02:01. The binding affinity (normalized) is 0.925. (4) The peptide sequence is TTWCDGKKF. The MHC is HLA-A03:01 with pseudo-sequence HLA-A03:01. The binding affinity (normalized) is 0.0847. (5) The peptide sequence is SRIGAWASK. The MHC is HLA-B58:01 with pseudo-sequence HLA-B58:01. The binding affinity (normalized) is 0.0847. (6) The peptide sequence is AVFDSFVER. The MHC is HLA-B27:05 with pseudo-sequence HLA-B27:05. The binding affinity (normalized) is 0.0847. (7) The MHC is HLA-A02:01 with pseudo-sequence HLA-A02:01. The peptide sequence is IRSAEVVSR. The binding affinity (normalized) is 0.0847. (8) The peptide sequence is FFLLTRILTI. The MHC is Patr-A0701 with pseudo-sequence Patr-A0701. The binding affinity (normalized) is 0.246. (9) The peptide sequence is IHSDQLSKF. The MHC is HLA-B58:01 with pseudo-sequence HLA-B58:01. The binding affinity (normalized) is 0.0847.